This data is from NCI-60 drug combinations with 297,098 pairs across 59 cell lines. The task is: Regression. Given two drug SMILES strings and cell line genomic features, predict the synergy score measuring deviation from expected non-interaction effect. Drug 1: C1CCC(C1)C(CC#N)N2C=C(C=N2)C3=C4C=CNC4=NC=N3. Drug 2: C1CC(=O)NC(=O)C1N2CC3=C(C2=O)C=CC=C3N. Cell line: OVCAR-4. Synergy scores: CSS=-2.92, Synergy_ZIP=-0.0571, Synergy_Bliss=-3.42, Synergy_Loewe=-3.65, Synergy_HSA=-4.12.